From a dataset of Forward reaction prediction with 1.9M reactions from USPTO patents (1976-2016). Predict the product of the given reaction. (1) Given the reactants [CH3:1][N:2]1[C:6](/[CH:7]=[CH:8]/[C:9]([O:11]CC2C=CC=CC=2)=[O:10])=[N:5][C:4]([N:19]2[CH2:23][CH2:22][CH2:21][CH2:20]2)=[N:3]1, predict the reaction product. The product is: [CH3:1][N:2]1[C:6]([CH2:7][CH2:8][C:9]([OH:11])=[O:10])=[N:5][C:4]([N:19]2[CH2:23][CH2:22][CH2:21][CH2:20]2)=[N:3]1. (2) The product is: [C:34]([OH:41])(=[O:40])[CH2:35][CH2:36][C:37]([OH:39])=[O:38].[CH3:1][C:2]1[CH:11]=[CH:10][C:9]([N:12]2[CH2:17][CH2:16][N:15]([CH3:18])[CH2:14][CH2:13]2)=[C:8]2[C:3]=1[CH2:4][CH2:5][C@@H:6]([NH:19][C:20](=[O:33])[C:21]1[CH:26]=[CH:25][C:24]([N:27]3[CH2:32][CH2:31][O:30][CH2:29][CH2:28]3)=[CH:23][CH:22]=1)[CH2:7]2. Given the reactants [CH3:1][C:2]1[CH:11]=[CH:10][C:9]([N:12]2[CH2:17][CH2:16][N:15]([CH3:18])[CH2:14][CH2:13]2)=[C:8]2[C:3]=1[CH2:4][CH2:5][C@@H:6]([NH:19][C:20](=[O:33])[C:21]1[CH:26]=[CH:25][C:24]([N:27]3[CH2:32][CH2:31][O:30][CH2:29][CH2:28]3)=[CH:23][CH:22]=1)[CH2:7]2.[C:34]([OH:41])(=[O:40])[CH2:35][CH2:36][C:37]([OH:39])=[O:38].C(OCC)C, predict the reaction product.